Binary Classification. Given a T-cell receptor sequence (or CDR3 region) and an epitope sequence, predict whether binding occurs between them. From a dataset of TCR-epitope binding with 47,182 pairs between 192 epitopes and 23,139 TCRs. (1) The epitope is KAFSPEVIPMF. The TCR CDR3 sequence is CASSIGLALGEQYF. Result: 0 (the TCR does not bind to the epitope). (2) The epitope is ATVVIGTSK. The TCR CDR3 sequence is CASSYGGGNEQFF. Result: 1 (the TCR binds to the epitope).